This data is from Forward reaction prediction with 1.9M reactions from USPTO patents (1976-2016). The task is: Predict the product of the given reaction. (1) Given the reactants Br[C:2]1[CH:7]=[CH:6][C:5]([C:8]2[O:12][N:11]=[C:10]([CH3:13])[C:9]=2[C@H:14]([OH:26])[CH2:15][S:16]([CH2:19][C:20]2[CH:25]=[CH:24][CH:23]=[CH:22][CH:21]=2)(=[O:18])=[O:17])=[CH:4][CH:3]=1.[CH2:27]([O:29][C:30]([C:32]1([C:35]2[CH:40]=[CH:39][C:38](B3OC(C)(C)C(C)(C)O3)=[CH:37][CH:36]=2)[CH2:34][CH2:33]1)=[O:31])[CH3:28], predict the reaction product. The product is: [CH2:27]([O:29][C:30]([C:32]1([C:35]2[CH:40]=[CH:39][C:38]([C:2]3[CH:7]=[CH:6][C:5]([C:8]4[O:12][N:11]=[C:10]([CH3:13])[C:9]=4[C@H:14]([OH:26])[CH2:15][S:16]([CH2:19][C:20]4[CH:21]=[CH:22][CH:23]=[CH:24][CH:25]=4)(=[O:18])=[O:17])=[CH:4][CH:3]=3)=[CH:37][CH:36]=2)[CH2:33][CH2:34]1)=[O:31])[CH3:28]. (2) Given the reactants C[N:2](C)/[CH:3]=[CH:4]/[C:5]([C:7]1[S:11][C:10]([N:12]2[CH2:16][CH2:15][N:14]([CH2:17][C:18]3[CH:23]=[CH:22][C:21]([C:24]([F:27])([F:26])[F:25])=[CH:20][CH:19]=3)[C:13]2=[O:28])=[N:9][C:8]=1[CH3:29])=O.O.[NH2:32]N, predict the reaction product. The product is: [CH3:29][C:8]1[N:9]=[C:10]([N:12]2[CH2:16][CH2:15][N:14]([CH2:17][C:18]3[CH:19]=[CH:20][C:21]([C:24]([F:26])([F:27])[F:25])=[CH:22][CH:23]=3)[C:13]2=[O:28])[S:11][C:7]=1[C:5]1[CH:4]=[CH:3][NH:2][N:32]=1. (3) Given the reactants [C:1]([O:5][C:6]([N:8]1[CH2:25][CH2:24][C:11]2([O:16][CH:15]([C:17](O)=[O:18])[CH2:14][N:13]([CH2:20][CH:21]([F:23])[F:22])[CH2:12]2)[CH2:10][CH2:9]1)=[O:7])([CH3:4])([CH3:3])[CH3:2].[NH2:26][CH2:27][C:28](=[O:31])[CH2:29][CH3:30].C(N(CC)CC)C, predict the reaction product. The product is: [F:22][CH:21]([F:23])[CH2:20][N:13]1[CH2:12][C:11]2([CH2:10][CH2:9][N:8]([C:6]([O:5][C:1]([CH3:2])([CH3:3])[CH3:4])=[O:7])[CH2:25][CH2:24]2)[O:16][CH:15]([C:17](=[O:18])[NH:26][CH2:27][C:28](=[O:31])[CH2:29][CH3:30])[CH2:14]1. (4) The product is: [CH2:1]([N:3]1[CH:7]=[C:6]([N:8]([CH2:9][CH2:10][C:11]2[CH:12]=[N:13][C:14]([C:17]([F:20])([F:18])[F:19])=[CH:15][CH:16]=2)[C:30](=[O:31])[C:22](=[O:29])[C:23]2[CH:28]=[CH:27][CH:26]=[CH:25][CH:24]=2)[C:5]([CH3:21])=[N:4]1)[CH3:2]. Given the reactants [CH2:1]([N:3]1[CH:7]=[C:6]([NH:8][CH2:9][CH2:10][C:11]2[CH:12]=[N:13][C:14]([C:17]([F:20])([F:19])[F:18])=[CH:15][CH:16]=2)[C:5]([CH3:21])=[N:4]1)[CH3:2].[C:22]([C:30](O)=[O:31])(=[O:29])[C:23]1[CH:28]=[CH:27][CH:26]=[CH:25][CH:24]=1.C(Cl)CCl, predict the reaction product. (5) The product is: [CH3:18][O:17][CH2:16][C:15](=[O:19])[C:6]#[C:5][Si:2]([CH3:4])([CH3:3])[CH3:1]. Given the reactants [CH3:1][Si:2]([C:5]#[CH:6])([CH3:4])[CH3:3].[Li]CCCC.CON(C)[C:15](=[O:19])[CH2:16][O:17][CH3:18], predict the reaction product. (6) Given the reactants [CH3:1][NH:2][C:3]1[S:4][C:5]2[CH:11]=[CH:10][C:9]([NH2:12])=[CH:8][C:6]=2[N:7]=1.[CH:13]([C:15]1[CH:23]=[CH:22][C:18]([C:19]([OH:21])=[O:20])=[CH:17][CH:16]=1)=O.[Sn](CCCC)(CCCC)(Cl)Cl.C1([SiH3])C=CC=CC=1, predict the reaction product. The product is: [CH3:1][NH:2][C:3]1[S:4][C:5]2[CH:11]=[CH:10][C:9]([NH:12][CH2:13][C:15]3[CH:23]=[CH:22][C:18]([C:19]([OH:21])=[O:20])=[CH:17][CH:16]=3)=[CH:8][C:6]=2[N:7]=1. (7) The product is: [Cl:8][C:9]1[CH:14]=[C:13]([Cl:15])[CH:12]=[CH:11][C:10]=1[S:16]([NH:21][CH2:22][C:23]([N:25]1[CH2:26][CH2:27][N:28]([C:31]([C@@H:33]([NH:38][C:39]([C:41]2[S:42][C:43]3[CH:49]=[CH:48][CH:47]=[CH:46][C:44]=3[CH:45]=2)=[O:40])[CH2:34][CH:35]([CH3:37])[CH3:36])=[O:32])[CH2:29][CH2:30]1)=[O:24])(=[O:18])=[O:17]. Given the reactants C(N(CC)CC)C.[Cl:8][C:9]1[CH:14]=[C:13]([Cl:15])[CH:12]=[CH:11][C:10]=1[S:16](Cl)(=[O:18])=[O:17].Cl.[NH2:21][CH2:22][C:23]([N:25]1[CH2:30][CH2:29][N:28]([C:31]([C@@H:33]([NH:38][C:39]([C:41]2[S:42][C:43]3[CH:49]=[CH:48][CH:47]=[CH:46][C:44]=3[CH:45]=2)=[O:40])[CH2:34][CH:35]([CH3:37])[CH3:36])=[O:32])[CH2:27][CH2:26]1)=[O:24], predict the reaction product. (8) Given the reactants [CH2:1]([NH:4][C:5](=[O:13])[C:6]1[CH:11]=[CH:10][CH:9]=[C:8](Br)[CH:7]=1)[CH2:2][CH3:3].[C:14]1(B(O)O)[C:23]2[C:18](=[CH:19][CH:20]=[CH:21][CH:22]=2)[CH:17]=[CH:16][CH:15]=1, predict the reaction product. The product is: [CH2:1]([NH:4][C:5](=[O:13])[C:6]1[CH:11]=[CH:10][CH:9]=[C:8]([C:22]2[C:23]3[C:18](=[CH:17][CH:16]=[CH:15][CH:14]=3)[CH:19]=[CH:20][CH:21]=2)[CH:7]=1)[CH2:2][CH3:3].